From a dataset of NCI-60 drug combinations with 297,098 pairs across 59 cell lines. Regression. Given two drug SMILES strings and cell line genomic features, predict the synergy score measuring deviation from expected non-interaction effect. (1) Drug 1: CNC(=O)C1=NC=CC(=C1)OC2=CC=C(C=C2)NC(=O)NC3=CC(=C(C=C3)Cl)C(F)(F)F. Drug 2: CCC1=C2N=C(C=C(N2N=C1)NCC3=C[N+](=CC=C3)[O-])N4CCCCC4CCO. Cell line: NCIH23. Synergy scores: CSS=80.5, Synergy_ZIP=2.62, Synergy_Bliss=2.17, Synergy_Loewe=-2.41, Synergy_HSA=5.70. (2) Drug 1: CN(C)N=NC1=C(NC=N1)C(=O)N. Drug 2: CC1C(C(CC(O1)OC2CC(CC3=C2C(=C4C(=C3O)C(=O)C5=CC=CC=C5C4=O)O)(C(=O)C)O)N)O. Synergy scores: CSS=51.8, Synergy_ZIP=-4.78, Synergy_Bliss=-4.61, Synergy_Loewe=-30.3, Synergy_HSA=-1.61. Cell line: ACHN. (3) Drug 1: CCCCCOC(=O)NC1=NC(=O)N(C=C1F)C2C(C(C(O2)C)O)O. Drug 2: CS(=O)(=O)CCNCC1=CC=C(O1)C2=CC3=C(C=C2)N=CN=C3NC4=CC(=C(C=C4)OCC5=CC(=CC=C5)F)Cl. Cell line: CCRF-CEM. Synergy scores: CSS=5.25, Synergy_ZIP=3.82, Synergy_Bliss=7.18, Synergy_Loewe=-5.14, Synergy_HSA=-3.80. (4) Drug 1: C1=CC=C(C=C1)NC(=O)CCCCCCC(=O)NO. Drug 2: CCN(CC)CCCC(C)NC1=C2C=C(C=CC2=NC3=C1C=CC(=C3)Cl)OC. Cell line: MOLT-4. Synergy scores: CSS=65.7, Synergy_ZIP=0.230, Synergy_Bliss=0.397, Synergy_Loewe=-1.29, Synergy_HSA=-0.605. (5) Drug 1: CN(C)C1=NC(=NC(=N1)N(C)C)N(C)C. Drug 2: CCCS(=O)(=O)NC1=C(C(=C(C=C1)F)C(=O)C2=CNC3=C2C=C(C=N3)C4=CC=C(C=C4)Cl)F. Cell line: HCT-15. Synergy scores: CSS=4.88, Synergy_ZIP=9.80, Synergy_Bliss=11.5, Synergy_Loewe=7.96, Synergy_HSA=7.07. (6) Drug 1: CN1C2=C(C=C(C=C2)N(CCCl)CCCl)N=C1CCCC(=O)O.Cl. Drug 2: COC1=NC(=NC2=C1N=CN2C3C(C(C(O3)CO)O)O)N. Cell line: CAKI-1. Synergy scores: CSS=43.3, Synergy_ZIP=-0.542, Synergy_Bliss=-1.93, Synergy_Loewe=-26.6, Synergy_HSA=-1.73. (7) Drug 1: C1=C(C(=O)NC(=O)N1)F. Drug 2: C1=CC(=CC=C1C#N)C(C2=CC=C(C=C2)C#N)N3C=NC=N3. Cell line: NCIH23. Synergy scores: CSS=34.9, Synergy_ZIP=-10.3, Synergy_Bliss=-12.4, Synergy_Loewe=-12.9, Synergy_HSA=-11.5. (8) Synergy scores: CSS=14.2, Synergy_ZIP=5.37, Synergy_Bliss=15.2, Synergy_Loewe=16.0, Synergy_HSA=13.4. Drug 2: CC1C(C(CC(O1)OC2CC(OC(C2O)C)OC3=CC4=CC5=C(C(=O)C(C(C5)C(C(=O)C(C(C)O)O)OC)OC6CC(C(C(O6)C)O)OC7CC(C(C(O7)C)O)OC8CC(C(C(O8)C)O)(C)O)C(=C4C(=C3C)O)O)O)O. Drug 1: C1CCC(C1)C(CC#N)N2C=C(C=N2)C3=C4C=CNC4=NC=N3. Cell line: CCRF-CEM. (9) Drug 1: CC1=C(C=C(C=C1)NC(=O)C2=CC=C(C=C2)CN3CCN(CC3)C)NC4=NC=CC(=N4)C5=CN=CC=C5. Drug 2: C1C(C(OC1N2C=NC3=C2NC=NCC3O)CO)O. Cell line: NCI-H522. Synergy scores: CSS=1.84, Synergy_ZIP=0.202, Synergy_Bliss=2.24, Synergy_Loewe=0.123, Synergy_HSA=0.450. (10) Drug 1: C#CCC(CC1=CN=C2C(=N1)C(=NC(=N2)N)N)C3=CC=C(C=C3)C(=O)NC(CCC(=O)O)C(=O)O. Drug 2: CC1CCCC2(C(O2)CC(NC(=O)CC(C(C(=O)C(C1O)C)(C)C)O)C(=CC3=CSC(=N3)C)C)C. Cell line: RPMI-8226. Synergy scores: CSS=72.6, Synergy_ZIP=-2.99, Synergy_Bliss=-0.987, Synergy_Loewe=7.25, Synergy_HSA=0.0333.